This data is from Full USPTO retrosynthesis dataset with 1.9M reactions from patents (1976-2016). The task is: Predict the reactants needed to synthesize the given product. (1) Given the product [CH:19]([C:22]1[N:26]=[C:25]([CH:27]2[CH2:32][CH2:31][N:30]([CH:2]([CH3:18])[CH2:3][C@H:4]([NH:11][C:12]([CH:14]3[CH2:17][CH2:16][CH2:15]3)=[O:13])[C:5]3[CH:10]=[CH:9][CH:8]=[CH:7][CH:6]=3)[CH2:29][CH2:28]2)[O:24][N:23]=1)([CH3:21])[CH3:20], predict the reactants needed to synthesize it. The reactants are: O=[C:2]([CH3:18])[CH2:3][C@H:4]([NH:11][C:12]([CH:14]1[CH2:17][CH2:16][CH2:15]1)=[O:13])[C:5]1[CH:10]=[CH:9][CH:8]=[CH:7][CH:6]=1.[CH:19]([C:22]1[N:26]=[C:25]([CH:27]2[CH2:32][CH2:31][NH:30][CH2:29][CH2:28]2)[O:24][N:23]=1)([CH3:21])[CH3:20].C([BH3-])#N.[Na+]. (2) Given the product [Cl-:1].[Cl:1][C:2]1[CH:3]=[C:4]([CH:20]=[CH:21][CH:22]=1)[CH2:5][N:6]1[C:14](=[O:15])[C:13]2[C:8](=[CH:9][CH:10]=[C:11]([C:16]([NH:31][CH2:30][CH2:29][CH2:28][NH+:23]3[CH2:27][CH2:26][CH2:25][CH2:24]3)=[O:18])[CH:12]=2)[C:7]1=[O:19], predict the reactants needed to synthesize it. The reactants are: [Cl:1][C:2]1[CH:3]=[C:4]([CH:20]=[CH:21][CH:22]=1)[CH2:5][N:6]1[C:14](=[O:15])[C:13]2[C:8](=[CH:9][CH:10]=[C:11]([C:16]([OH:18])=O)[CH:12]=2)[C:7]1=[O:19].[N:23]1([CH2:28][CH2:29][CH2:30][NH2:31])[CH2:27][CH2:26][CH2:25][CH2:24]1.